The task is: Predict the product of the given reaction.. This data is from Forward reaction prediction with 1.9M reactions from USPTO patents (1976-2016). (1) Given the reactants [CH:1]1([C:4]([N:6]2[CH2:10][CH2:9][C@@H:8]([CH2:11][C:12]3[N:13]([C:18]4[CH:23]=[CH:22][C:21](B5OC(C)(C)C(C)(C)O5)=[CH:20][CH:19]=4)[C:14](=[O:17])[NH:15][N:16]=3)[CH2:7]2)=[O:5])[CH2:3][CH2:2]1.Br[C:34]1[CH:35]=[C:36]([F:43])[C:37]2[O:41][CH:40]=[CH:39][C:38]=2[CH:42]=1.C(=O)([O-])[O-].[K+].[K+], predict the reaction product. The product is: [CH:1]1([C:4]([N:6]2[CH2:10][CH2:9][C@@H:8]([CH2:11][C:12]3[N:13]([C:18]4[CH:23]=[CH:22][C:21]([C:34]5[CH:35]=[C:36]([F:43])[C:37]6[O:41][CH:40]=[CH:39][C:38]=6[CH:42]=5)=[CH:20][CH:19]=4)[C:14](=[O:17])[NH:15][N:16]=3)[CH2:7]2)=[O:5])[CH2:3][CH2:2]1. (2) Given the reactants [C:1]([C:5]1[O:6][CH:7]=[C:8]([CH2:10]P(=O)(OCC)OCC)[N:9]=1)([CH3:4])([CH3:3])[CH3:2].[H-].[Na+].[CH3:21][O:22][CH2:23][O:24][C:25]1[C:29]([CH:30]=O)=[CH:28][N:27]([C:32]2[CH:37]=[CH:36][CH:35]=[CH:34][CH:33]=2)[N:26]=1.O, predict the reaction product. The product is: [C:1]([C:5]1[O:6][CH:7]=[C:8](/[CH:10]=[CH:30]\[C:29]2[C:25]([O:24][CH2:23][O:22][CH3:21])=[N:26][N:27]([C:32]3[CH:37]=[CH:36][CH:35]=[CH:34][CH:33]=3)[CH:28]=2)[N:9]=1)([CH3:2])([CH3:3])[CH3:4]. (3) Given the reactants [CH:1]1([CH2:4][O:5][C:6]2[CH:11]=[C:10]([CH2:12][NH:13][C:14]3[CH:19]=[C:18]([CH3:20])[N:17]=[C:16]([CH3:21])[N:15]=3)[CH:9]=[CH:8][C:7]=2[OH:22])[CH2:3][CH2:2]1.Cl[C:24]1[CH:25]=[CH:26][C:27]2[N:28]([C:30]([N+:33]([O-:35])=[O:34])=[CH:31][N:32]=2)[N:29]=1.C(=O)([O-])[O-].[K+].[K+], predict the reaction product. The product is: [CH:1]1([CH2:4][O:5][C:6]2[CH:11]=[C:10]([CH:9]=[CH:8][C:7]=2[O:22][C:24]2[CH:25]=[CH:26][C:27]3[N:28]([C:30]([N+:33]([O-:35])=[O:34])=[CH:31][N:32]=3)[N:29]=2)[CH2:12][NH:13][C:14]2[CH:19]=[C:18]([CH3:20])[N:17]=[C:16]([CH3:21])[N:15]=2)[CH2:3][CH2:2]1. (4) Given the reactants [F:1][C:2]([F:20])([F:19])[C:3]1[CH:4]=[C:5]([S:9]([CH:12]2[CH2:17][CH2:16][C:15](=O)[CH2:14][CH2:13]2)(=[O:11])=[O:10])[CH:6]=[CH:7][CH:8]=1.[CH2:21]([NH2:28])[C:22]1[CH:27]=[CH:26][CH:25]=[CH:24][CH:23]=1.CC(O)=O, predict the reaction product. The product is: [CH2:21]([NH:28][CH:15]1[CH2:16][CH2:17][CH:12]([S:9]([C:5]2[CH:6]=[CH:7][CH:8]=[C:3]([C:2]([F:20])([F:19])[F:1])[CH:4]=2)(=[O:11])=[O:10])[CH2:13][CH2:14]1)[C:22]1[CH:27]=[CH:26][CH:25]=[CH:24][CH:23]=1. (5) Given the reactants Cl[C:2]1[CH:7]=[CH:6][C:5]([CH2:8][C:9]([OH:11])=[O:10])=[CH:4][N:3]=1.[Cl:12][C:13]1[CH:14]=[C:15](B(O)O)[CH:16]=[CH:17][CH:18]=1.C([O-])([O-])=O.[Na+].[Na+], predict the reaction product. The product is: [Cl:12][C:13]1[CH:18]=[C:17]([C:2]2[CH:7]=[CH:6][C:5]([CH2:8][C:9]([OH:11])=[O:10])=[CH:4][N:3]=2)[CH:16]=[CH:15][CH:14]=1. (6) Given the reactants [C:1]([CH:3]1[NH:8][CH2:7][CH2:6][N:5]([C:9]([O:11][C:12]([CH3:15])([CH3:14])[CH3:13])=[O:10])[CH2:4]1)#[N:2].[OH:16][CH2:17][CH2:18][O:19][CH2:20][CH:21]=O.C(O)=O.C([BH3-])#N.[Na+], predict the reaction product. The product is: [C:1]([CH:3]1[N:8]([CH2:21][CH2:20][O:19][CH2:18][CH2:17][OH:16])[CH2:7][CH2:6][N:5]([C:9]([O:11][C:12]([CH3:15])([CH3:14])[CH3:13])=[O:10])[CH2:4]1)#[N:2]. (7) Given the reactants [CH2:1]([O:8][C:9]([NH:11][C@@H:12]([C@@H:17]1[CH2:22][CH2:21][CH2:20][O:19][CH2:18]1)[C:13]([O:15][CH3:16])=[O:14])=[O:10])C1C=CC=CC=1, predict the reaction product. The product is: [CH3:1][O:8][C:9]([NH:11][C@@H:12]([C@@H:17]1[CH2:22][CH2:21][CH2:20][O:19][CH2:18]1)[C:13]([O:15][CH3:16])=[O:14])=[O:10]. (8) Given the reactants N[C:2]1[C@:6]2([CH2:11][CH2:10][N:9]([C:12]([O:14][CH2:15][C:16]3[CH:21]=[CH:20][CH:19]=[CH:18][CH:17]=3)=[O:13])[C@@H:8]([CH3:22])[CH2:7]2)[N:5]([C:23]2[CH:28]=[CH:27][CH:26]=[C:25]([F:29])[CH:24]=2)[S:4](=[O:31])(=[O:30])[CH:3]=1.Cl.C(=O)(O)[O-:34].[Na+], predict the reaction product. The product is: [F:29][C:25]1[CH:24]=[C:23]([N:5]2[C@@:6]3([CH2:11][CH2:10][N:9]([C:12]([O:14][CH2:15][C:16]4[CH:21]=[CH:20][CH:19]=[CH:18][CH:17]=4)=[O:13])[C@@H:8]([CH3:22])[CH2:7]3)[C:2](=[O:34])[CH2:3][S:4]2(=[O:30])=[O:31])[CH:28]=[CH:27][CH:26]=1. (9) Given the reactants [N:1]1[C:14]2[N:8]3[C:9](=[O:13])[NH:10][CH:11]=[CH:12][C:7]3=[CH:6][C:5]=2[CH:4]=[CH:3][CH:2]=1.[H-].[Na+].[CH2:17](Cl)[O:18][CH3:19], predict the reaction product. The product is: [CH3:17][O:18][CH2:19][N:10]1[CH:11]=[CH:12][C:7]2=[CH:6][C:5]3[CH:4]=[CH:3][CH:2]=[N:1][C:14]=3[N:8]2[C:9]1=[O:13]. (10) Given the reactants [C:1]([NH:4][C:5]1[N:10]=[CH:9][C:8]([NH:11][CH:12]2[CH2:17][CH2:16][N:15]([C@H:18]([CH3:32])[CH2:19][CH2:20][NH:21][C:22]([C:24]3[C:25]([CH3:31])=[N:26][CH:27]=[N:28][C:29]=3[CH3:30])=[O:23])[CH2:14][CH2:13]2)=[CH:7][CH:6]=1)(=[O:3])[CH3:2].Br[CH2:34][C:35]1[CH:39]=[CH:38][S:37][CH:36]=1, predict the reaction product. The product is: [C:1]([NH:4][C:5]1[N:10]=[CH:9][C:8]([N:11]([CH2:34][C:35]2[CH:39]=[CH:38][S:37][CH:36]=2)[CH:12]2[CH2:13][CH2:14][N:15]([C@H:18]([CH3:32])[CH2:19][CH2:20][NH:21][C:22]([C:24]3[C:25]([CH3:31])=[N:26][CH:27]=[N:28][C:29]=3[CH3:30])=[O:23])[CH2:16][CH2:17]2)=[CH:7][CH:6]=1)(=[O:3])[CH3:2].